From a dataset of Forward reaction prediction with 1.9M reactions from USPTO patents (1976-2016). Predict the product of the given reaction. (1) Given the reactants [NH2:1][C@@H:2]([CH3:18])[CH2:3][N:4]1[CH:8]=[CH:7][C:6]([C:9]2[CH:16]=[CH:15][C:12]([C:13]#[N:14])=[C:11]([Cl:17])[CH:10]=2)=[N:5]1.[O:19]=[C:20]([CH3:30])[CH2:21][C:22]1[O:26][N:25]=[C:24]([C:27](O)=[O:28])[CH:23]=1, predict the reaction product. The product is: [Cl:17][C:11]1[CH:10]=[C:9]([C:6]2[CH:7]=[CH:8][N:4]([CH2:3][C@@H:2]([NH:1][C:27]([C:24]3[CH:23]=[C:22]([CH2:21][C:20](=[O:19])[CH3:30])[O:26][N:25]=3)=[O:28])[CH3:18])[N:5]=2)[CH:16]=[CH:15][C:12]=1[C:13]#[N:14]. (2) Given the reactants [Br:1][C:2]1[CH:10]=[CH:9][C:5]([C:6](Cl)=[O:7])=[CH:4][C:3]=1[CH3:11].[K].[O-:13]CCCC.[CH:18]([CH3:21])([CH3:20])[CH3:19], predict the reaction product. The product is: [Br:1][C:2]1[CH:10]=[CH:9][C:5]([C:6]([O:13][C:18]([CH3:21])([CH3:20])[CH3:19])=[O:7])=[CH:4][C:3]=1[CH3:11]. (3) Given the reactants [CH3:1][N:2]1[C:6]([CH3:7])=[C:5]([C:8]2[CH:9]=[C:10]3[C:14](=[CH:15][CH:16]=2)[NH:13][CH2:12][CH2:11]3)[CH:4]=[N:3]1.Br[C:18]1[C:22]2[CH2:23][N:24]([C:27](=[O:29])[CH3:28])[CH2:25][CH2:26][C:21]=2[N:20]([CH:30]2[CH2:34][CH2:33][O:32][CH2:31]2)[N:19]=1.COC(C)(C)C.C1(P(C2CCCCC2)C2C=CC=CC=2C2C(OC(C)C)=CC=CC=2OC(C)C)CCCCC1.CC([O-])(C)C.[Na+], predict the reaction product. The product is: [CH3:1][N:2]1[C:6]([CH3:7])=[C:5]([C:8]2[CH:9]=[C:10]3[C:14](=[CH:15][CH:16]=2)[N:13]([C:18]2[C:22]4[CH2:23][N:24]([C:27](=[O:29])[CH3:28])[CH2:25][CH2:26][C:21]=4[N:20]([CH:30]4[CH2:34][CH2:33][O:32][CH2:31]4)[N:19]=2)[CH2:12][CH2:11]3)[CH:4]=[N:3]1.